This data is from M1 muscarinic receptor agonist screen with 61,833 compounds. The task is: Binary Classification. Given a drug SMILES string, predict its activity (active/inactive) in a high-throughput screening assay against a specified biological target. (1) The drug is S(=O)(=O)(c1cc2CCN(c2cc1)C(=O)C)CCC(=O)NCc1sccc1. The result is 0 (inactive). (2) The compound is O1C2=C(C(C(=C1N)C#N)c1ccoc1)CCC\C2=C\c1ccoc1. The result is 0 (inactive). (3) The molecule is S(c1n(N)c(nn1)COc1ccc(OC)cc1)CC(O)=O. The result is 0 (inactive). (4) The molecule is o1c(c(c2c(oc(c2)C(OC)=O)C)c(=O)c2c1cc(OC)cc2)C. The result is 0 (inactive).